This data is from Reaction yield outcomes from USPTO patents with 853,638 reactions. The task is: Predict the reaction yield, written as a fraction of the theoretical maximum amount of product (1.0 means a 100% yield; for example, 0.34 means a 34% yield). The reactants are N#N.[F:3][C:4]([F:10])([F:9])[CH:5](I)[CH2:6][CH3:7].Br[C:12]1[CH:17]=[CH:16][C:15]([C:18]2[CH:23]=[CH:22][C:21]([S:24]([CH3:27])(=[O:26])=[O:25])=[CH:20][CH:19]=2)=[CH:14][CH:13]=1. The catalyst is C1C=CC=CC=1.CN(C=O)C.C(OCC)(=O)C.[Cl-].[NH4+]. The product is [CH3:27][S:24]([C:21]1[CH:22]=[CH:23][C:18]([C:15]2[CH:14]=[CH:13][C:12]([CH2:7][CH2:6][CH2:5][C:4]([F:10])([F:9])[F:3])=[CH:17][CH:16]=2)=[CH:19][CH:20]=1)(=[O:25])=[O:26]. The yield is 0.650.